Dataset: NCI-60 drug combinations with 297,098 pairs across 59 cell lines. Task: Regression. Given two drug SMILES strings and cell line genomic features, predict the synergy score measuring deviation from expected non-interaction effect. (1) Drug 1: CS(=O)(=O)C1=CC(=C(C=C1)C(=O)NC2=CC(=C(C=C2)Cl)C3=CC=CC=N3)Cl. Drug 2: CC1OCC2C(O1)C(C(C(O2)OC3C4COC(=O)C4C(C5=CC6=C(C=C35)OCO6)C7=CC(=C(C(=C7)OC)O)OC)O)O. Cell line: UACC-257. Synergy scores: CSS=10.3, Synergy_ZIP=-1.87, Synergy_Bliss=3.38, Synergy_Loewe=-0.772, Synergy_HSA=1.55. (2) Drug 1: C1CC(=O)NC(=O)C1N2CC3=C(C2=O)C=CC=C3N. Synergy scores: CSS=-0.492, Synergy_ZIP=0.0268, Synergy_Bliss=0.277, Synergy_Loewe=-1.60, Synergy_HSA=-0.880. Drug 2: C1CN(P(=O)(OC1)NCCCl)CCCl. Cell line: TK-10. (3) Drug 1: CC1=C(C(=CC=C1)Cl)NC(=O)C2=CN=C(S2)NC3=CC(=NC(=N3)C)N4CCN(CC4)CCO. Drug 2: N.N.Cl[Pt+2]Cl. Cell line: SW-620. Synergy scores: CSS=36.4, Synergy_ZIP=-4.64, Synergy_Bliss=-1.76, Synergy_Loewe=-13.9, Synergy_HSA=1.65. (4) Drug 1: C1CCC(CC1)NC(=O)N(CCCl)N=O. Drug 2: C1=C(C(=O)NC(=O)N1)F. Cell line: CCRF-CEM. Synergy scores: CSS=25.6, Synergy_ZIP=-13.0, Synergy_Bliss=-19.8, Synergy_Loewe=-18.1, Synergy_HSA=-15.8. (5) Drug 1: C1=CC=C(C(=C1)C(C2=CC=C(C=C2)Cl)C(Cl)Cl)Cl. Drug 2: CCN(CC)CCCC(C)NC1=C2C=C(C=CC2=NC3=C1C=CC(=C3)Cl)OC. Cell line: ACHN. Synergy scores: CSS=14.2, Synergy_ZIP=0.962, Synergy_Bliss=0.808, Synergy_Loewe=-23.0, Synergy_HSA=0.536. (6) Drug 1: C1=C(C(=O)NC(=O)N1)N(CCCl)CCCl. Drug 2: C#CCC(CC1=CN=C2C(=N1)C(=NC(=N2)N)N)C3=CC=C(C=C3)C(=O)NC(CCC(=O)O)C(=O)O. Cell line: ACHN. Synergy scores: CSS=58.7, Synergy_ZIP=-3.15, Synergy_Bliss=-5.48, Synergy_Loewe=-5.61, Synergy_HSA=-5.50.